Dataset: Catalyst prediction with 721,799 reactions and 888 catalyst types from USPTO. Task: Predict which catalyst facilitates the given reaction. Reactant: [CH2:1]([C:4]1[N:9]=[C:8]([NH2:10])[CH:7]=[CH:6][CH:5]=1)[CH2:2][CH3:3].[N:11]1([S:17](Cl)(=[O:19])=[O:18])[CH2:16][CH2:15][CH2:14][CH2:13][CH2:12]1. Product: [CH2:1]([C:4]1[N:9]=[C:8]([NH:10][S:17]([N:11]2[CH2:16][CH2:15][CH2:14][CH2:13][CH2:12]2)(=[O:19])=[O:18])[CH:7]=[CH:6][CH:5]=1)[CH2:2][CH3:3]. The catalyst class is: 436.